This data is from NCI-60 drug combinations with 297,098 pairs across 59 cell lines. The task is: Regression. Given two drug SMILES strings and cell line genomic features, predict the synergy score measuring deviation from expected non-interaction effect. (1) Drug 1: CS(=O)(=O)OCCCCOS(=O)(=O)C. Drug 2: COC1=C2C(=CC3=C1OC=C3)C=CC(=O)O2. Cell line: SR. Synergy scores: CSS=55.9, Synergy_ZIP=1.68, Synergy_Bliss=2.39, Synergy_Loewe=-2.62, Synergy_HSA=3.65. (2) Drug 1: CC1=C(C(CCC1)(C)C)C=CC(=CC=CC(=CC(=O)O)C)C. Drug 2: C1=CC=C(C=C1)NC(=O)CCCCCCC(=O)NO. Cell line: T-47D. Synergy scores: CSS=27.8, Synergy_ZIP=0.562, Synergy_Bliss=7.27, Synergy_Loewe=-0.364, Synergy_HSA=6.57. (3) Drug 1: C1=CN(C(=O)N=C1N)C2C(C(C(O2)CO)O)O.Cl. Synergy scores: CSS=46.2, Synergy_ZIP=7.31, Synergy_Bliss=10.1, Synergy_Loewe=-36.9, Synergy_HSA=9.79. Drug 2: C(CN)CNCCSP(=O)(O)O. Cell line: A549. (4) Drug 1: CN1C(=O)N2C=NC(=C2N=N1)C(=O)N. Drug 2: CC=C1C(=O)NC(C(=O)OC2CC(=O)NC(C(=O)NC(CSSCCC=C2)C(=O)N1)C(C)C)C(C)C. Cell line: SF-539. Synergy scores: CSS=22.3, Synergy_ZIP=2.64, Synergy_Bliss=3.03, Synergy_Loewe=-43.0, Synergy_HSA=0.150. (5) Drug 1: C1=CN(C=N1)CC(O)(P(=O)(O)O)P(=O)(O)O. Drug 2: COCCOC1=C(C=C2C(=C1)C(=NC=N2)NC3=CC=CC(=C3)C#C)OCCOC.Cl. Cell line: OVCAR-8. Synergy scores: CSS=3.27, Synergy_ZIP=-0.633, Synergy_Bliss=0.485, Synergy_Loewe=-1.29, Synergy_HSA=-0.651. (6) Drug 1: CC(CN1CC(=O)NC(=O)C1)N2CC(=O)NC(=O)C2. Drug 2: CC12CCC3C(C1CCC2O)C(CC4=C3C=CC(=C4)O)CCCCCCCCCS(=O)CCCC(C(F)(F)F)(F)F. Cell line: SW-620. Synergy scores: CSS=31.6, Synergy_ZIP=-5.77, Synergy_Bliss=-2.23, Synergy_Loewe=-1.93, Synergy_HSA=-1.92. (7) Drug 1: CNC(=O)C1=NC=CC(=C1)OC2=CC=C(C=C2)NC(=O)NC3=CC(=C(C=C3)Cl)C(F)(F)F. Drug 2: COCCOC1=C(C=C2C(=C1)C(=NC=N2)NC3=CC=CC(=C3)C#C)OCCOC.Cl. Cell line: HL-60(TB). Synergy scores: CSS=1.63, Synergy_ZIP=4.42, Synergy_Bliss=-2.67, Synergy_Loewe=-5.66, Synergy_HSA=-3.97.